Task: Predict the reaction yield, written as a fraction of the theoretical maximum amount of product (1.0 means a 100% yield; for example, 0.34 means a 34% yield).. Dataset: Reaction yield outcomes from USPTO patents with 853,638 reactions (1) The reactants are [NH2:1][C:2]1[CH:16]=[CH:15][C:5]2[C:6](=[O:14])[NH:7][C:8]3[C:13]([C:4]=2[CH:3]=1)=[CH:12][CH:11]=[CH:10][N:9]=3.Br[CH:18]([CH3:25])[CH2:19][C:20]([O:22][CH2:23][CH3:24])=[O:21]. No catalyst specified. The product is [O:14]=[C:6]1[C:5]2[CH:15]=[CH:16][C:2]([NH:1][CH2:25][CH2:18][CH2:19][C:20]([O:22][CH2:23][CH3:24])=[O:21])=[CH:3][C:4]=2[C:13]2[C:8](=[N:9][CH:10]=[CH:11][CH:12]=2)[NH:7]1. The yield is 0.130. (2) The reactants are [F:1][C:2]1([F:19])[CH2:7][CH2:6][CH:5]([CH2:8][CH2:9][C:10]([C:12]2([C:15]([F:18])([F:17])[F:16])[CH2:14][CH2:13]2)=[O:11])[CH2:4][CH2:3]1.C1CCN2C(=NCCC2)CC1.Cl[Si:32]([CH2:37][CH3:38])([CH2:35][CH3:36])[CH2:33][CH3:34]. The catalyst is C1COCC1. The product is [F:1][C:2]1([F:19])[CH2:3][CH2:4][CH:5]([CH2:8][CH:9]=[C:10]([C:12]2([C:15]([F:16])([F:17])[F:18])[CH2:13][CH2:14]2)[O:11][Si:32]([CH2:37][CH3:38])([CH2:35][CH3:36])[CH2:33][CH3:34])[CH2:6][CH2:7]1. The yield is 0.900. (3) The catalyst is CN(C=O)C. The yield is 0.0700. The product is [C:2]([CH:3]1[CH2:4][N:5]2[C:6](=[N:7][C:8]3[C:13]([CH3:14])=[CH:12][CH:11]=[CH:10][C:9]=32)[C:15]2[CH:20]=[CH:19][CH:18]=[C:17]([CH3:21])[C:16]=2[O:25]1)([CH3:27])([CH3:26])[CH3:1]. The reactants are [CH3:1][C:2]([CH3:27])([CH3:26])[CH:3]([OH:25])[CH2:4][N:5]1[C:9]2[CH:10]=[CH:11][CH:12]=[C:13]([CH3:14])[C:8]=2[N:7]=[C:6]1[C:15]1[CH:20]=[CH:19][CH:18]=[C:17]([CH3:21])[C:16]=1[N+]([O-])=O.[H-].[Na+]. (4) The reactants are [CH3:1][O:2][C:3]1[CH:8]=[CH:7][C:6]([C:9]2[CH:10]=[N:11][C:12]([NH:15][C:16]3[CH:33]=[CH:32][C:19]([O:20][CH2:21][CH2:22][N:23]4[CH2:28][CH2:27][CH:26]([C:29]([OH:31])=[O:30])[CH2:25][CH2:24]4)=[CH:18][CH:17]=3)=[N:13][CH:14]=2)=[CH:5][CH:4]=1.Cl[CH2:35][CH2:36]OC1C=CC(NC2N=CC(C3C=CC(OC)=CC=3)=CN=2)=CC=1.[I-].[Na+].N1CCC(C(OCC)=O)CC1. The catalyst is CN(C=O)C. The product is [CH2:35]([O:30][C:29]([CH:26]1[CH2:25][CH2:24][N:23]([CH2:22][CH2:21][O:20][C:19]2[CH:32]=[CH:33][C:16]([NH:15][C:12]3[N:11]=[CH:10][C:9]([C:6]4[CH:5]=[CH:4][C:3]([O:2][CH3:1])=[CH:8][CH:7]=4)=[CH:14][N:13]=3)=[CH:17][CH:18]=2)[CH2:28][CH2:27]1)=[O:31])[CH3:36]. The yield is 0.500.